From a dataset of Catalyst prediction with 721,799 reactions and 888 catalyst types from USPTO. Predict which catalyst facilitates the given reaction. (1) Reactant: [F:1][C:2]1([F:19])[CH2:4][CH:3]1[CH:5]1[C:14]2[C:9](=[CH:10][CH:11]=[CH:12][CH:13]=2)[N:8]([CH2:15][C:16]([NH2:18])=O)[CH2:7][CH2:6]1.O1CCCC1.B. Product: [F:19][C:2]1([F:1])[CH2:4][CH:3]1[CH:5]1[C:14]2[C:9](=[CH:10][CH:11]=[CH:12][CH:13]=2)[N:8]([CH2:15][CH2:16][NH2:18])[CH2:7][CH2:6]1. The catalyst class is: 1. (2) Reactant: [NH2:1][C:2]1[C:7]([NH:8][CH2:9][C:10]#[N:11])=[C:6]([S:12][CH2:13][C:14]2[CH:19]=[CH:18][CH:17]=[C:16]([F:20])[C:15]=2[F:21])[N:5]=[C:4]([S:22][CH2:23][C:24]2[CH:29]=[CH:28][CH:27]=[C:26]([F:30])[C:25]=2[F:31])[N:3]=1.[OH-].[K+]. Product: [F:31][C:25]1[C:26]([F:30])=[CH:27][CH:28]=[CH:29][C:24]=1[CH2:23][S:22][C:4]1[N:5]=[C:6]([S:12][CH2:13][C:14]2[CH:19]=[CH:18][CH:17]=[C:16]([F:20])[C:15]=2[F:21])[C:7]2[C:2](=[N:1][C:10]([NH2:11])=[CH:9][N:8]=2)[N:3]=1. The catalyst class is: 138. (3) Reactant: [C:1](Cl)([O:3][CH2:4][C:5]([Cl:8])([Cl:7])[Cl:6])=[O:2].[NH2:10][C:11]1[CH:19]=[C:18]([O:20][CH3:21])[C:17]([O:22][CH3:23])=[CH:16][C:12]=1[C:13]([OH:15])=[O:14].N1C=CC=CC=1. Product: [CH3:21][O:20][C:18]1[C:17]([O:22][CH3:23])=[CH:16][C:12]([C:13]([OH:15])=[O:14])=[C:11]([NH:10][C:1]([O:3][CH2:4][C:5]([Cl:8])([Cl:7])[Cl:6])=[O:2])[CH:19]=1. The catalyst class is: 4. (4) Reactant: [CH3:1][O:2][C:3](=[O:11])[C:4]1[CH:9]=[CH:8][CH:7]=[N:6][C:5]=1F.[F:12][C:13]1[CH:19]=[CH:18][CH:17]=[CH:16][C:14]=1[NH2:15]. Product: [F:12][C:13]1[CH:19]=[CH:18][CH:17]=[CH:16][C:14]=1[NH:15][C:5]1[N:6]=[CH:7][CH:8]=[CH:9][C:4]=1[C:3]([O:2][CH3:1])=[O:11]. The catalyst class is: 2. (5) Reactant: N1C=CN=C1.[C:6]([Si:10]([C:18]1[CH:23]=[CH:22][CH:21]=[CH:20][CH:19]=1)([C:12]1[CH:17]=[CH:16][CH:15]=[CH:14][CH:13]=1)Cl)([CH3:9])([CH3:8])[CH3:7].[CH3:24][O:25][CH:26]([O:37][CH3:38])[C:27]1[N:32]=[C:31]([O:33][CH3:34])[C:30]([CH2:35][OH:36])=[CH:29][CH:28]=1.O. Product: [Si:10]([O:36][CH2:35][C:30]1[C:31]([O:33][CH3:34])=[N:32][C:27]([CH:26]([O:37][CH3:38])[O:25][CH3:24])=[CH:28][CH:29]=1)([C:6]([CH3:9])([CH3:8])[CH3:7])([C:18]1[CH:23]=[CH:22][CH:21]=[CH:20][CH:19]=1)[C:12]1[CH:17]=[CH:16][CH:15]=[CH:14][CH:13]=1. The catalyst class is: 9.